From a dataset of Peptide-MHC class II binding affinity with 134,281 pairs from IEDB. Regression. Given a peptide amino acid sequence and an MHC pseudo amino acid sequence, predict their binding affinity value. This is MHC class II binding data. (1) The binding affinity (normalized) is 0.142. The MHC is DRB1_0404 with pseudo-sequence DRB1_0404. The peptide sequence is SRNSTHEMYWVSRASGNV. (2) The binding affinity (normalized) is 0.347. The MHC is DRB1_1301 with pseudo-sequence DRB1_1301. The peptide sequence is VTLEADVILPIGTRS. (3) The peptide sequence is RVIAQGPTATFEAMY. The MHC is HLA-DQA10301-DQB10302 with pseudo-sequence HLA-DQA10301-DQB10302. The binding affinity (normalized) is 0.205. (4) The peptide sequence is GKAFATYTNAKRIVK. The MHC is DRB1_1501 with pseudo-sequence DRB1_1501. The binding affinity (normalized) is 0.970. (5) The peptide sequence is AVVGLSMAASSALTL. The MHC is HLA-DPA10103-DPB10401 with pseudo-sequence HLA-DPA10103-DPB10401. The binding affinity (normalized) is 0.234. (6) The peptide sequence is DCIMTSYQYLIIQNT. The MHC is DRB1_1501 with pseudo-sequence DRB1_1501. The binding affinity (normalized) is 0.0887. (7) The peptide sequence is LIINWLQEALSSASL. The MHC is HLA-DQA10101-DQB10501 with pseudo-sequence HLA-DQA10101-DQB10501. The binding affinity (normalized) is 0.443. (8) The binding affinity (normalized) is 0. The MHC is HLA-DQA10103-DQB10603 with pseudo-sequence HLA-DQA10103-DQB10603. The peptide sequence is YKRTDIVEVDRDTAR. (9) The peptide sequence is GELQIVDKIDMAFKI. The MHC is DRB1_1501 with pseudo-sequence DRB1_1501. The binding affinity (normalized) is 0.418.